Dataset: Full USPTO retrosynthesis dataset with 1.9M reactions from patents (1976-2016). Task: Predict the reactants needed to synthesize the given product. Given the product [Cl:1][C:2]1[CH:3]=[C:4]([NH:15][C:16]2[C:25]3[C:20](=[CH:21][CH:22]=[CH:23][C:24]=3[O:26][CH2:27][C@H:28]3[CH2:33][CH2:32][CH2:31][N:30]([C:35](=[O:36])[CH2:34][OH:37])[CH2:29]3)[N:19]=[CH:18][N:17]=2)[CH:5]=[CH:6][C:7]=1[O:8][CH2:9][C:10]1[N:11]=[CH:12][S:13][CH:14]=1, predict the reactants needed to synthesize it. The reactants are: [Cl:1][C:2]1[CH:3]=[C:4]([NH:15][C:16]2[C:25]3[C:20](=[CH:21][CH:22]=[CH:23][C:24]=3[O:26][CH2:27][C@H:28]3[CH2:33][CH2:32][CH2:31][NH:30][CH2:29]3)[N:19]=[CH:18][N:17]=2)[CH:5]=[CH:6][C:7]=1[O:8][CH2:9][C:10]1[N:11]=[CH:12][S:13][CH:14]=1.[C:34](O)(=[O:37])[CH2:35][OH:36].